From a dataset of Forward reaction prediction with 1.9M reactions from USPTO patents (1976-2016). Predict the product of the given reaction. Given the reactants [CH2:1]([O:8][C@H]1C[C@@H]([O:8][CH2:1][C:2]2[CH:7]=[CH:6][CH:5]=[CH:4][CH:3]=2)[C@H](C)O[C@H]1O[C@@H](CCC=C)C)[C:2]1[CH:7]=[CH:6][CH:5]=[CH:4][CH:3]=1.[C:31](#N)[CH3:32].[CH3:34][OH:35].[OH2:36], predict the reaction product. The product is: [OH:8][CH2:1][CH2:2][CH2:3][CH2:4][CH2:5][CH2:6][CH2:7][CH2:31][C:32]([O:35][CH3:34])=[O:36].